Dataset: Full USPTO retrosynthesis dataset with 1.9M reactions from patents (1976-2016). Task: Predict the reactants needed to synthesize the given product. (1) Given the product [NH2:1][C@H:2]([C:9]([OH:11])=[O:10])[CH2:3][CH2:4][CH2:5][CH2:13][NH2:12], predict the reactants needed to synthesize it. The reactants are: [NH2:1][C@H:2]([C:9]([OH:11])=[O:10])[CH2:3][C:4]1N=CN[CH:5]=1.[N:12]1C(N)=C2C(N=CN2)=N[CH:13]=1. (2) Given the product [O:46]=[S:42]1(=[O:45])[CH2:43][CH2:44][N:39]([C:36]2[CH:37]=[CH:38][C:33]([C:2]3[S:6][C:5]([C:7]4[CH:12]=[CH:11][C:10]([F:13])=[CH:9][N:8]=4)=[N:4][C:3]=3[C@@H:14]3[CH2:19][CH2:18][C@H:17]([F:20])[CH2:16][C@H:15]3[C:21]([O:23][CH3:24])=[O:22])=[CH:34][CH:35]=2)[CH2:40][CH2:41]1, predict the reactants needed to synthesize it. The reactants are: Br[C:2]1[S:6][C:5]([C:7]2[CH:12]=[CH:11][C:10]([F:13])=[CH:9][N:8]=2)=[N:4][C:3]=1[C@@H:14]1[CH2:19][CH2:18][C@H:17]([F:20])[CH2:16][C@H:15]1[C:21]([O:23][CH3:24])=[O:22].CC1(C)C(C)(C)OB([C:33]2[CH:38]=[CH:37][C:36]([N:39]3[CH2:44][CH2:43][S:42](=[O:46])(=[O:45])[CH2:41][CH2:40]3)=[CH:35][CH:34]=2)O1.C1C=C(S([O-])(=O)=O)C=C(P(C2C=CC=C(S([O-])(=O)=O)C=2)C2C=CC=C(S([O-])(=O)=O)C=2)C=1.[Na+].[Na+].[Na+].CN(C=O)C. (3) The reactants are: [Cl:1][C:2]1[N:7]=[C:6]([C:8]2[C:9]([C:17]3[CH:18]=[CH:19][C:20]([O:30][CH3:31])=[C:21]([NH:23][C:24](=[O:29])C(F)(F)F)[CH:22]=3)=[N:10][N:11]3[CH:16]=[CH:15][CH:14]=[CH:13][C:12]=23)[CH:5]=[CH:4][N:3]=1.[Li+].[OH-].[F:34][C:35]1[CH:43]=[CH:42][CH:41]=[C:40]([F:44])[C:36]=1C(Cl)=O.C(O)C(N)(CO)CO. Given the product [Cl:1][C:2]1[N:7]=[C:6]([C:8]2[C:9]([C:17]3[CH:18]=[CH:19][C:20]([O:30][CH3:31])=[C:21]([NH:23][C:24](=[O:29])[C:36]4[C:35]([F:34])=[CH:43][CH:42]=[CH:41][C:40]=4[F:44])[CH:22]=3)=[N:10][N:11]3[CH:16]=[CH:15][CH:14]=[CH:13][C:12]=23)[CH:5]=[CH:4][N:3]=1, predict the reactants needed to synthesize it. (4) Given the product [OH:1][C@H:2]([CH3:24])[CH2:3][CH2:4][CH2:5][CH2:6][N:7]1[C:16](=[O:17])[C:15]2[NH:14][C:13]([NH2:22])=[N:12][C:11]=2[N:10]([CH3:23])[C:8]1=[O:9], predict the reactants needed to synthesize it. The reactants are: [OH:1][C@H:2]([CH3:24])[CH2:3][CH2:4][CH2:5][CH2:6][N:7]1[C:16](=[O:17])[C:15]2[N:14](COCC)[C:13]([NH2:22])=[N:12][C:11]=2[N:10]([CH3:23])[C:8]1=[O:9].Cl. (5) Given the product [O:26]1[CH:27]=[CH:28][CH:29]=[C:25]1[C:23]1[N:1]([C:2]2[CH:3]=[C:4]([CH:7]=[CH:8][CH:9]=2)[C:5]#[N:6])[N:10]=[C:21]([C:20]([F:32])([F:31])[F:19])[CH:22]=1, predict the reactants needed to synthesize it. The reactants are: [NH2:1][C:2]1[CH:3]=[C:4]([CH:7]=[CH:8][CH:9]=1)[C:5]#[N:6].[N:10]([O-])=O.[Na+].[Sn](Cl)(Cl)(Cl)Cl.[F:19][C:20]([F:32])([F:31])[C:21](=O)[CH2:22][C:23]([C:25]1[O:26][CH:27]=[CH:28][CH:29]=1)=O. (6) Given the product [Si:6]([O:23][CH2:24][C:25]1[CH:30]=[C:29]([F:31])[C:28]([CH:35]([C:34]2[CH:37]=[C:38]([F:41])[CH:39]=[CH:40][C:33]=2[F:32])[OH:36])=[N:27][CH:26]=1)([C:19]([CH3:21])([CH3:22])[CH3:20])([C:13]1[CH:14]=[CH:15][CH:16]=[CH:17][CH:18]=1)[C:7]1[CH:12]=[CH:11][CH:10]=[CH:9][CH:8]=1, predict the reactants needed to synthesize it. The reactants are: C([Li])CCC.[Si:6]([O:23][CH2:24][C:25]1[CH:26]=[N:27][CH:28]=[C:29]([F:31])[CH:30]=1)([C:19]([CH3:22])([CH3:21])[CH3:20])([C:13]1[CH:18]=[CH:17][CH:16]=[CH:15][CH:14]=1)[C:7]1[CH:12]=[CH:11][CH:10]=[CH:9][CH:8]=1.[F:32][C:33]1[CH:40]=[CH:39][C:38]([F:41])=[CH:37][C:34]=1[CH:35]=[O:36].C(=O)(O)[O-].[Na+]. (7) Given the product [C:20]([N:27]1[CH2:32][CH2:31][CH:30]([C:33]([NH:34][C:35]2[CH:43]=[CH:42][C:41]([S:44]([N:47]([CH3:48])[CH3:49])(=[O:45])=[O:46])=[CH:40][C:36]=2[C:37]([NH:50][C:51]2[CH:56]=[CH:55][C:54]([Cl:57])=[CH:53][N:52]=2)=[O:39])=[O:38])[CH2:29][CH2:28]1)([O:22][C:23]([CH3:26])([CH3:25])[CH3:24])=[O:21], predict the reactants needed to synthesize it. The reactants are: CNS(N(S(NC)(=O)=O)C(=O)C1C=CC=CC=1)(=O)=O.[C:20]([N:27]1[CH2:32][CH2:31][CH:30]([C:33]2[O:38][C:37](=[O:39])[C:36]3[CH:40]=[C:41]([S:44]([N:47]([CH3:49])[CH3:48])(=[O:46])=[O:45])[CH:42]=[CH:43][C:35]=3[N:34]=2)[CH2:29][CH2:28]1)([O:22][C:23]([CH3:26])([CH3:25])[CH3:24])=[O:21].[NH2:50][C:51]1[CH:56]=[CH:55][C:54]([Cl:57])=[CH:53][N:52]=1.